Dataset: Catalyst prediction with 721,799 reactions and 888 catalyst types from USPTO. Task: Predict which catalyst facilitates the given reaction. (1) Reactant: [NH2:1][C:2]1[CH:7]=[CH:6][C:5]([C:8]([CH3:23])([C:16]([O:18][C:19]([CH3:22])([CH3:21])[CH3:20])=[O:17])[C:9]([O:11][C:12]([CH3:15])([CH3:14])[CH3:13])=[O:10])=[CH:4][CH:3]=1.[C:24]([O:35][CH3:36])(=[O:34])[CH2:25][CH2:26][CH2:27][CH2:28][CH2:29][CH2:30][C:31]([O-])=[O:32].C(N=C=NCCCN(C)C)C. Product: [CH3:36][O:35][C:24](=[O:34])[CH2:25][CH2:26][CH2:27][CH2:28][CH2:29][CH2:30][C:31]([NH:1][C:2]1[CH:7]=[CH:6][C:5]([C:8]([CH3:23])([C:9]([O:11][C:12]([CH3:15])([CH3:13])[CH3:14])=[O:10])[C:16]([O:18][C:19]([CH3:22])([CH3:21])[CH3:20])=[O:17])=[CH:4][CH:3]=1)=[O:32]. The catalyst class is: 2. (2) Reactant: [C:1]([O:4][CH:5]([CH3:7])[CH3:6])(=[O:3])[CH3:2].[Li+].CC([N-]C(C)C)C.[CH3:16][Si:17](Cl)([CH3:19])[CH3:18]. Product: [CH3:16][Si:17]([CH3:19])([CH3:18])[O:3][C:1]([O:4][CH:5]([CH3:7])[CH3:6])=[CH2:2]. The catalyst class is: 1.